This data is from Reaction yield outcomes from USPTO patents with 853,638 reactions. The task is: Predict the reaction yield, written as a fraction of the theoretical maximum amount of product (1.0 means a 100% yield; for example, 0.34 means a 34% yield). (1) The reactants are [CH2:1]([S:3]([C:6]1[CH:11]=[CH:10][C:9](B(O)O)=[CH:8][CH:7]=1)(=[O:5])=[O:4])[CH3:2].Cl[C:16]1[CH:17]=[C:18]([B:23]2[NH:34][C:33]3[C:35]4[C:29]([CH:30]=[CH:31][CH:32]=3)=[CH:28][CH:27]=[CH:26][C:25]=4[NH:24]2)[CH:19]=[CH:20][C:21]=1[F:22].P([O-])([O-])[O-].[K+].[K+].[K+].C1(P(C2CCCCC2)C2C=CC=CC=2C2C(OC)=CC=CC=2OC)CCCCC1. The catalyst is CN(C=O)C. The product is [CH2:1]([S:3]([C:6]1[CH:11]=[CH:10][C:9]([C:16]2[C:21]([F:22])=[CH:20][CH:19]=[C:18]([B:23]3[NH:24][C:25]4[C:35]5[C:29]([CH:28]=[CH:27][CH:26]=4)=[CH:30][CH:31]=[CH:32][C:33]=5[NH:34]3)[CH:17]=2)=[CH:8][CH:7]=1)(=[O:5])=[O:4])[CH3:2]. The yield is 0.420. (2) The reactants are [F:1][C:2]1[CH:23]=[CH:22][CH:21]=[C:20]([F:24])[C:3]=1[CH2:4][O:5][C:6]1[C:7]2[N:8]([C:13]([C:17](O)=[O:18])=[C:14]([CH3:16])[N:15]=2)[CH:9]=[C:10]([CH3:12])[N:11]=1.CN(C(ON1N=NC2C=CC=NC1=2)=[N+](C)C)C.F[P-](F)(F)(F)(F)F.C(N(CC)C(C)C)(C)C.[CH3:58][C:59]([NH2:66])([CH2:62][CH:63]([CH3:65])[CH3:64])[CH2:60][NH2:61]. The catalyst is CN(C=O)C. The product is [NH2:66][C:59]([CH3:58])([CH2:62][CH:63]([CH3:65])[CH3:64])[CH2:60][NH:61][C:17]([C:13]1[N:8]2[CH:9]=[C:10]([CH3:12])[N:11]=[C:6]([O:5][CH2:4][C:3]3[C:2]([F:1])=[CH:23][CH:22]=[CH:21][C:20]=3[F:24])[C:7]2=[N:15][C:14]=1[CH3:16])=[O:18]. The yield is 0.720. (3) The reactants are [F:1][C:2]([F:15])([F:14])[S:3]([O:6]S(C(F)(F)F)(=O)=O)(=[O:5])=[O:4].[Cl:16][C:17]1[CH:18]=[C:19]([O:26][CH3:27])[C:20](O)=[C:21]([CH:24]=1)[CH:22]=[O:23].O. The catalyst is N1C=CC=CC=1. The product is [F:1][C:2]([F:15])([F:14])[S:3]([O:6][C:20]1[C:19]([O:26][CH3:27])=[CH:18][C:17]([Cl:16])=[CH:24][C:21]=1[CH:22]=[O:23])(=[O:5])=[O:4]. The yield is 0.940. (4) The catalyst is C(OCC)(=O)C.CC(O)C. The product is [ClH:40].[F:1][C:2]1[C:3]([CH2:24][NH:25][CH3:26])=[CH:4][N:5]([S:14]([C:17]2[CH:22]=[CH:21][C:20]([F:23])=[CH:19][N:18]=2)(=[O:15])=[O:16])[C:6]=1[C:7]1[C:8]([F:13])=[N:9][CH:10]=[CH:11][CH:12]=1. The yield is 0.510. The reactants are [F:1][C:2]1[C:3]([CH2:24][N:25](C)[C:26](=O)OC(C)(C)C)=[CH:4][N:5]([S:14]([C:17]2[CH:22]=[CH:21][C:20]([F:23])=[CH:19][N:18]=2)(=[O:16])=[O:15])[C:6]=1[C:7]1[C:8]([F:13])=[N:9][CH:10]=[CH:11][CH:12]=1.C(OCC)(=O)C.[ClH:40].